Dataset: NCI-60 drug combinations with 297,098 pairs across 59 cell lines. Task: Regression. Given two drug SMILES strings and cell line genomic features, predict the synergy score measuring deviation from expected non-interaction effect. (1) Drug 1: CCN(CC)CCNC(=O)C1=C(NC(=C1C)C=C2C3=C(C=CC(=C3)F)NC2=O)C. Drug 2: CC12CCC3C(C1CCC2O)C(CC4=C3C=CC(=C4)O)CCCCCCCCCS(=O)CCCC(C(F)(F)F)(F)F. Cell line: HT29. Synergy scores: CSS=7.83, Synergy_ZIP=0.181, Synergy_Bliss=7.45, Synergy_Loewe=3.66, Synergy_HSA=3.84. (2) Drug 1: CC(CN1CC(=O)NC(=O)C1)N2CC(=O)NC(=O)C2. Drug 2: CC1C(C(=O)NC(C(=O)N2CCCC2C(=O)N(CC(=O)N(C(C(=O)O1)C(C)C)C)C)C(C)C)NC(=O)C3=C4C(=C(C=C3)C)OC5=C(C(=O)C(=C(C5=N4)C(=O)NC6C(OC(=O)C(N(C(=O)CN(C(=O)C7CCCN7C(=O)C(NC6=O)C(C)C)C)C)C(C)C)C)N)C. Cell line: RPMI-8226. Synergy scores: CSS=37.9, Synergy_ZIP=25.7, Synergy_Bliss=24.2, Synergy_Loewe=22.9, Synergy_HSA=23.0. (3) Drug 1: C1CCN(CC1)CCOC2=CC=C(C=C2)C(=O)C3=C(SC4=C3C=CC(=C4)O)C5=CC=C(C=C5)O. Drug 2: COC1=C2C(=CC3=C1OC=C3)C=CC(=O)O2. Cell line: M14. Synergy scores: CSS=-4.30, Synergy_ZIP=3.50, Synergy_Bliss=1.72, Synergy_Loewe=-3.07, Synergy_HSA=-3.11. (4) Drug 1: CCCS(=O)(=O)NC1=C(C(=C(C=C1)F)C(=O)C2=CNC3=C2C=C(C=N3)C4=CC=C(C=C4)Cl)F. Drug 2: C1CN(CCN1C(=O)CCBr)C(=O)CCBr. Cell line: CAKI-1. Synergy scores: CSS=24.5, Synergy_ZIP=-8.29, Synergy_Bliss=-3.67, Synergy_Loewe=-2.51, Synergy_HSA=-1.42.